This data is from Catalyst prediction with 721,799 reactions and 888 catalyst types from USPTO. The task is: Predict which catalyst facilitates the given reaction. (1) Reactant: [F:1][C:2]([F:17])([F:16])[C:3]1[CH:11]=[C:10]([C:12]([F:15])([F:14])[F:13])[CH:9]=[CH:8][C:4]=1[CH:5]=[N:6][OH:7].N1C=CC=CC=1.ClN1C(=O)CCC1=O.[O:32]1[CH:36]=[CH:35][CH:34]=[C:33]1[CH2:37][N:38]([CH2:42][C:43]1[CH:48]=[CH:47][C:46]([S:49][C:50]([CH3:59])([CH3:58])[C:51]([O:53][C:54]([CH3:57])([CH3:56])[CH3:55])=[O:52])=[CH:45][CH:44]=1)[CH2:39][C:40]#[CH:41].C(N(CC)CC)C.Cl. Product: [F:1][C:2]([F:16])([F:17])[C:3]1[CH:11]=[C:10]([C:12]([F:15])([F:13])[F:14])[CH:9]=[CH:8][C:4]=1[C:5]1[CH:41]=[C:40]([CH2:39][N:38]([CH2:42][C:43]2[CH:44]=[CH:45][C:46]([S:49][C:50]([CH3:59])([CH3:58])[C:51]([O:53][C:54]([CH3:57])([CH3:56])[CH3:55])=[O:52])=[CH:47][CH:48]=2)[CH2:37][C:33]2[O:32][CH:36]=[CH:35][CH:34]=2)[O:7][N:6]=1. The catalyst class is: 22. (2) Reactant: [C:1]([O:7][CH2:8][CH:9]=[CH2:10])(=[O:6])[CH2:2][C:3]([CH3:5])=O.[Cl:11][C:12]1[CH:19]=[CH:18][CH:17]=[CH:16][C:13]=1[CH:14]=O.[NH4+:20].[OH-:21]. Product: [Cl:11][C:12]1[CH:19]=[CH:18][CH:17]=[CH:16][C:13]=1[CH:14]1[C:2]([C:1]([O:7][CH2:8][CH:9]=[CH2:10])=[O:6])=[C:3]([CH3:5])[NH:20][C:3]([CH3:5])=[C:2]1[C:1]([O:7][CH2:8][CH:9]=[CH2:10])=[O:21]. The catalyst class is: 14. (3) Reactant: [Cl:1][C:2]1[CH:7]=[CH:6][C:5]([C:8]2[C:14]3[CH:15]=[CH:16][CH:17]=[CH:18][C:13]=3[NH:12][C:11](=S)[CH2:10][CH:9]=2)=[CH:4][CH:3]=1.[C:20]([NH:23][NH2:24])(=O)[CH3:21]. Product: [Cl:1][C:2]1[CH:7]=[CH:6][C:5]([C:8]2[C:14]3[CH:15]=[CH:16][CH:17]=[CH:18][C:13]=3[N:12]3[C:20]([CH3:21])=[N:23][N:24]=[C:11]3[CH2:10][CH:9]=2)=[CH:4][CH:3]=1. The catalyst class is: 51. (4) Reactant: [OH:1][C:2]1[CH:9]=[CH:8][C:5]([CH:6]=[O:7])=[C:4]([O:10][CH3:11])[CH:3]=1.C(=O)([O-])[O-].[K+].[K+].Br[CH2:19][C:20]1[CH:25]=[CH:24][C:23]([C:26]([F:29])([F:28])[F:27])=[CH:22][C:21]=1[C:30]([F:33])([F:32])[F:31].O. Product: [F:31][C:30]([F:32])([F:33])[C:21]1[CH:22]=[C:23]([C:26]([F:29])([F:27])[F:28])[CH:24]=[CH:25][C:20]=1[CH2:19][O:1][C:2]1[CH:9]=[CH:8][C:5]([CH:6]=[O:7])=[C:4]([O:10][CH3:11])[CH:3]=1. The catalyst class is: 3. (5) Reactant: [F:1][C:2]([F:24])([F:23])[C:3]1[CH:4]=[C:5]([C:13]2[N:17]=[CH:16][N:15](/[CH:18]=[CH:19]\[C:20](O)=[O:21])[N:14]=2)[CH:6]=[C:7]([C:9]([F:12])([F:11])[F:10])[CH:8]=1.[CH3:25][N:26]1[CH2:31][CH2:30][CH:29]([C:32]([NH:34][NH2:35])=[O:33])[CH2:28][CH2:27]1.C(P1(=O)OP(CCC)(=O)OP(CCC)(=O)O1)CC.CCN(C(C)C)C(C)C. Product: [F:10][C:9]([F:12])([F:11])[C:7]1[CH:6]=[C:5]([C:13]2[N:17]=[CH:16][N:15](/[CH:18]=[CH:19]\[C:20]([NH:35][NH:34][C:32]([CH:29]3[CH2:30][CH2:31][N:26]([CH3:25])[CH2:27][CH2:28]3)=[O:33])=[O:21])[N:14]=2)[CH:4]=[C:3]([C:2]([F:23])([F:24])[F:1])[CH:8]=1. The catalyst class is: 674.